From a dataset of Forward reaction prediction with 1.9M reactions from USPTO patents (1976-2016). Predict the product of the given reaction. (1) Given the reactants [CH2:1]([C@@H:8]([C@@H:18]([O:20][CH2:21][C:22]1[CH:27]=[CH:26][C:25]([O:28][CH3:29])=[CH:24][CH:23]=1)[CH3:19])[C:9](=[O:17])[CH2:10][C:11]1[CH:16]=[CH:15][CH:14]=[CH:13][CH:12]=1)[C:2]1[CH:7]=[CH:6][CH:5]=[CH:4][CH:3]=1.CB1N2CCC[C@H]2C(C2C=CC=CC=2)(C2C=CC=CC=2)O1.CO, predict the reaction product. The product is: [CH2:1]([C@@H:8]([C@@H:18]([O:20][CH2:21][C:22]1[CH:23]=[CH:24][C:25]([O:28][CH3:29])=[CH:26][CH:27]=1)[CH3:19])[C@H:9]([OH:17])[CH2:10][C:11]1[CH:16]=[CH:15][CH:14]=[CH:13][CH:12]=1)[C:2]1[CH:7]=[CH:6][CH:5]=[CH:4][CH:3]=1. (2) Given the reactants [F:1][C:2]1[CH:7]=[CH:6][C:5]([S:8](Cl)(=[O:10])=[O:9])=[CH:4][CH:3]=1.[NH2:12][C:13]1[CH:14]=[C:15]2[C:19](=[CH:20][CH:21]=1)[N:18]([CH3:22])[CH:17]=[C:16]2[CH:23]1[CH2:28][CH2:27][N:26]([C:29]([O:31][C:32]([CH3:35])([CH3:34])[CH3:33])=[O:30])[CH2:25][CH2:24]1.N1C=CC=CC=1.O, predict the reaction product. The product is: [F:1][C:2]1[CH:7]=[CH:6][C:5]([S:8]([NH:12][C:13]2[CH:14]=[C:15]3[C:19](=[CH:20][CH:21]=2)[N:18]([CH3:22])[CH:17]=[C:16]3[CH:23]2[CH2:24][CH2:25][N:26]([C:29]([O:31][C:32]([CH3:35])([CH3:34])[CH3:33])=[O:30])[CH2:27][CH2:28]2)(=[O:10])=[O:9])=[CH:4][CH:3]=1. (3) Given the reactants [S:1]1[CH:5]=[CH:4][N:3]=[C:2]1[CH:6]=[CH:7][C:8]([OH:10])=[O:9], predict the reaction product. The product is: [S:1]1[CH:5]=[CH:4][N:3]=[C:2]1[CH2:6][CH2:7][C:8]([OH:10])=[O:9]. (4) The product is: [Br:1][C:2]1[CH:3]=[C:4]([CH:7]=[CH:8][CH:9]=1)[CH2:5][CH:11]([C:10]#[N:14])[C:12]#[N:13]. Given the reactants [Br:1][C:2]1[CH:3]=[C:4]([CH:7]=[CH:8][CH:9]=1)[CH:5]=O.[C:10](#[N:14])[CH2:11][C:12]#[N:13].[BH4-].[Na+].Cl, predict the reaction product. (5) Given the reactants [CH2:1]([N:26]1[C:30]([CH3:32])([CH3:31])[C:29](=[O:33])[N:28]([C:34]2[CH:39]=[CH:38][C:37]([NH2:40])=[C:36]([C:41]([F:44])([F:43])[F:42])[CH:35]=2)[C:27]1=[O:45])[CH2:2][CH2:3][CH2:4][CH2:5][N:6]1[C:10]([CH3:12])([CH3:11])[C:9](=[O:13])[N:8]([C:14]2[CH:19]=[CH:18][C:17]([NH2:20])=[C:16]([C:21]([F:24])([F:23])[F:22])[CH:15]=2)[C:7]1=[O:25], predict the reaction product. The product is: [CH2:5]([N:6]1[C:10]([CH3:12])([CH3:11])[C:9](=[O:13])[N:8]([C:14]2[CH:19]=[CH:18][C:17]([NH:20][C:29](=[O:33])[CH3:30])=[C:16]([C:21]([F:22])([F:23])[F:24])[CH:15]=2)[C:7]1=[O:25])[CH2:4][CH2:3][CH2:2][CH2:1][N:26]1[C:30]([CH3:32])([CH3:31])[C:29](=[O:33])[N:28]([C:34]2[CH:39]=[CH:38][C:37]([NH:40][C:9](=[O:13])[CH3:10])=[C:36]([C:41]([F:44])([F:43])[F:42])[CH:35]=2)[C:27]1=[O:45]. (6) Given the reactants Cl.Cl.[Cl:3][C:4]1[CH:9]=[CH:8][C:7]([C@@H:10]2[CH2:15][N:14](CC3C=CC=CC=3)[CH2:13][CH2:12][N:11]2[CH2:23][CH:24]=[CH2:25])=[CH:6][CH:5]=1.C1(C)C=CC=CC=1.[OH-].[Na+].[C:35](Cl)(=[O:39])[O:36][CH2:37][CH3:38], predict the reaction product. The product is: [CH2:37]([O:36][C:35]([N:14]1[CH2:13][CH2:12][N:11]([CH2:23][CH:24]=[CH2:25])[C@H:10]([C:7]2[CH:6]=[CH:5][C:4]([Cl:3])=[CH:9][CH:8]=2)[CH2:15]1)=[O:39])[CH3:38]. (7) Given the reactants C[O:2][C:3]([C:5]1[S:6][CH:7]=[C:8]([Br:10])[CH:9]=1)=[O:4].[OH-:11].[Na+].CO.O.Cl, predict the reaction product. The product is: [Br:10][C:8]1[C:9]([OH:11])=[C:5]([C:3]([OH:2])=[O:4])[S:6][CH:7]=1.